This data is from Reaction yield outcomes from USPTO patents with 853,638 reactions. The task is: Predict the reaction yield, written as a fraction of the theoretical maximum amount of product (1.0 means a 100% yield; for example, 0.34 means a 34% yield). The reactants are [Cl:1][CH2:2][C:3]1[CH:8]=[C:7]([C:9]2[S:13][C:12]([CH2:14][CH3:15])=[N:11][C:10]=2[C:16]2[CH:21]=[CH:20][CH:19]=[C:18]([CH3:22])[CH:17]=2)[CH:6]=[CH:5][N:4]=1.C(=O)([O-])[O-].[K+].[K+].[NH:29]1[CH2:33][CH2:32][CH2:31][CH2:30]1. No catalyst specified. The product is [ClH:1].[ClH:1].[CH2:14]([C:12]1[S:13][C:9]([C:7]2[CH:6]=[CH:5][N:4]=[C:3]([CH2:2][N:29]3[CH2:33][CH2:32][CH2:31][CH2:30]3)[CH:8]=2)=[C:10]([C:16]2[CH:21]=[CH:20][CH:19]=[C:18]([CH3:22])[CH:17]=2)[N:11]=1)[CH3:15]. The yield is 0.850.